From a dataset of Experimentally validated miRNA-target interactions with 360,000+ pairs, plus equal number of negative samples. Binary Classification. Given a miRNA mature sequence and a target amino acid sequence, predict their likelihood of interaction. (1) The miRNA is hsa-miR-6500-5p with sequence AGGAGCUAUCCACUCCAGGUGUCC. The protein sequence of the target gene is MEVVEVESPLNPSCKIMTFRPSMEEFREFNKYLAYMESKGAHRAGLAKVIPPKEWKPRQCYDDIDNLLIPAPIQQMVTGQSGLFTQYNIQKKAMTVKEFRQLANSSKYCTPRYLDYEDLERKYWKNLTFVAPIYGADINGSIYDEGVDEWNIARLNTVLDVVEEECGISIEGVNTPYLYFGMWKTTFAWHTEDMDLYSINYLHFGEPKSWYAIPPEHGKRLERLAQGFFPSSSQGCDAFLRHKMTLISPSVLKKYGIPFDKITQEAGEFMITFPYGYHAGFNHGFNCAESTNFATVRWID.... Result: 0 (no interaction). (2) The miRNA is mmu-miR-546 with sequence AUGGUGGCACGGAGUC. The protein sequence of the target gene is MVTMLMFLATLAGLFTTAKGQNFHLGKCPSPPVQENFDVKKYLGRWYEIEKIPASFEKGNCIQANYSLMENGNIEVLNKELSPDGTMNQVKGEAKQSNVSEPAKLEVQFFPLMPPAPYWILATDYENYALVYSCTTFFWLFHVDFVWILGRNPYLPPETITYLKDILTSNGIDIEKMTTTDQANCPDFL. Result: 1 (interaction). (3) The miRNA is hsa-miR-520f-3p with sequence AAGUGCUUCCUUUUAGAGGGUU. The protein sequence of the target gene is MQAIKCVVVGDGAVGKTCLLISYTTNAFPGEYIPTVFDNYSANVMVDSKPVNLGLWDTAGQEDYDRLRPLSYPQTDVFLICFSLVSPASYENVRAKWFPEVRHHCPSTPIILVGTKLDLRDDKDTIEKLKEKKLAPITYPQGLALAKEIDSVKYLECSALTQRGLKTVFDEAIRAVLCPQPTRQQKRACSLL. Result: 0 (no interaction).